Task: Predict which catalyst facilitates the given reaction.. Dataset: Catalyst prediction with 721,799 reactions and 888 catalyst types from USPTO (1) Reactant: [N:1]1[C:9]2[C:4](=[N:5][CH:6]=[CH:7][CH:8]=2)[S:3][CH:2]=1.C([Li])CCC.[CH3:15][O:16][C:17]1[CH:22]=[CH:21][CH:20]=[CH:19][C:18]=1[CH:23]=[N:24][S:25]([C:28]1[CH:38]=[CH:37][C:31]2[O:32][CH2:33][CH2:34][CH2:35][O:36][C:30]=2[CH:29]=1)(=[O:27])=[O:26].C(=O)(O)[O-].[Na+]. Product: [CH3:15][O:16][C:17]1[CH:22]=[CH:21][CH:20]=[CH:19][C:18]=1[CH:23]([C:2]1[S:3][C:4]2[C:9]([N:1]=1)=[CH:8][CH:7]=[CH:6][N:5]=2)[NH:24][S:25]([C:28]1[CH:38]=[CH:37][C:31]2[O:32][CH2:33][CH2:34][CH2:35][O:36][C:30]=2[CH:29]=1)(=[O:27])=[O:26]. The catalyst class is: 207. (2) Reactant: [NH2:1][CH2:2][CH2:3][CH2:4][CH2:5][N:6]1[C:18]2[C:17]3[CH:16]=[CH:15][CH:14]=[CH:13][C:12]=3[N:11]=[C:10]([NH2:19])[C:9]=2[N:8]=[C:7]1[CH2:20][O:21][CH3:22].[N:23]1[CH:28]=[CH:27][CH:26]=[C:25]([CH:29]=O)[CH:24]=1.C([BH3-])#N.[Na+].C(=O)(O)[O-].[Na+]. Product: [CH3:22][O:21][CH2:20][C:7]1[N:6]([CH2:5][CH2:4][CH2:3][CH2:2][NH:1][CH2:29][C:25]2[CH:24]=[N:23][CH:28]=[CH:27][CH:26]=2)[C:18]2[C:17]3[CH:16]=[CH:15][CH:14]=[CH:13][C:12]=3[N:11]=[C:10]([NH2:19])[C:9]=2[N:8]=1. The catalyst class is: 404.